This data is from Forward reaction prediction with 1.9M reactions from USPTO patents (1976-2016). The task is: Predict the product of the given reaction. (1) The product is: [C:34]([O:38][C:39](=[O:48])[N:40]([CH2:41][C@@H:42]1[CH2:46][CH2:45][CH2:44][N:43]1[CH2:32][C:3]1[C:2]([Cl:1])=[C:11]2[C:6]([C:7](=[O:26])[N:8]([CH2:13][C:14]3[CH:19]=[C:18]([Cl:20])[CH:17]=[CH:16][C:15]=3[S:21]([CH2:24][CH3:25])(=[O:22])=[O:23])[C:9](=[O:12])[NH:10]2)=[CH:5][C:4]=1[O:27][C:28]([F:30])([F:31])[F:29])[CH3:47])([CH3:37])([CH3:36])[CH3:35]. Given the reactants [Cl:1][C:2]1[C:3]([CH:32]=O)=[C:4]([O:27][C:28]([F:31])([F:30])[F:29])[CH:5]=[C:6]2[C:11]=1[NH:10][C:9](=[O:12])[N:8]([CH2:13][C:14]1[CH:19]=[C:18]([Cl:20])[CH:17]=[CH:16][C:15]=1[S:21]([CH2:24][CH3:25])(=[O:23])=[O:22])[C:7]2=[O:26].[C:34]([O:38][C:39](=[O:48])[N:40]([CH3:47])[CH2:41][C@@H:42]1[CH2:46][CH2:45][CH2:44][NH:43]1)([CH3:37])([CH3:36])[CH3:35], predict the reaction product. (2) Given the reactants Br[C:2]1[CH:14]=[CH:13][C:5]([O:6][CH2:7][C@:8]([CH3:12])([OH:11])[CH2:9][OH:10])=[CH:4][CH:3]=1.[F:15][C:16]([F:32])([F:31])[O:17][C:18]1[CH:30]=[CH:29][C:21]([O:22][CH:23]2[CH2:28][CH2:27][NH:26][CH2:25][CH2:24]2)=[CH:20][CH:19]=1.CC(C)([O-])C.[Na+].[Cl-].[NH4+].O.[C:42]1([CH3:52])[CH:47]=[CH:46][C:45]([S:48]([OH:51])(=[O:50])=[O:49])=[CH:44][CH:43]=1, predict the reaction product. The product is: [C:42]1([CH3:52])[CH:43]=[CH:44][C:45]([S:48]([OH:51])(=[O:49])=[O:50])=[CH:46][CH:47]=1.[CH3:12][C@:8]([OH:11])([CH2:7][O:6][C:5]1[CH:13]=[CH:14][C:2]([N:26]2[CH2:27][CH2:28][CH:23]([O:22][C:21]3[CH:20]=[CH:19][C:18]([O:17][C:16]([F:15])([F:31])[F:32])=[CH:30][CH:29]=3)[CH2:24][CH2:25]2)=[CH:3][CH:4]=1)[CH2:9][OH:10]. (3) Given the reactants [CH3:1][C:2]1[NH:3][CH:4]=[C:5]([CH:7]=[O:8])[N:6]=1.[H-].[Na+].[CH2:11](Br)[C:12]1[CH:17]=[CH:16][CH:15]=[CH:14][CH:13]=1.O, predict the reaction product. The product is: [CH2:11]([N:3]1[CH:4]=[C:5]([CH:7]=[O:8])[N:6]=[C:2]1[CH3:1])[C:12]1[CH:17]=[CH:16][CH:15]=[CH:14][CH:13]=1. (4) Given the reactants [CH2:1]([O:3][C:4]([C:6]1([CH3:27])[CH2:11][CH2:10][N:9]([C:12]2[CH2:26][C:15]3([CH2:18][N:17](C(OC(C)(C)C)=O)[CH2:16]3)[O:14][N:13]=2)[CH2:8][CH2:7]1)=[O:5])[CH3:2].[CH:28]1([C:32]2[C:39]([O:40][CH2:41][CH3:42])=[CH:38][C:35]([CH:36]=O)=[CH:34][C:33]=2[CH:43]2[CH2:45][CH2:44]2)[CH2:31][CH2:30][CH2:29]1, predict the reaction product. The product is: [CH:28]1([C:32]2[C:39]([O:40][CH2:41][CH3:42])=[CH:38][C:35]([CH2:36][N:17]3[CH2:18][C:15]4([CH2:26][C:12]([N:9]5[CH2:8][CH2:7][C:6]([CH3:27])([C:4]([O:3][CH2:1][CH3:2])=[O:5])[CH2:11][CH2:10]5)=[N:13][O:14]4)[CH2:16]3)=[CH:34][C:33]=2[CH:43]2[CH2:44][CH2:45]2)[CH2:31][CH2:30][CH2:29]1.